Dataset: Retrosynthesis with 50K atom-mapped reactions and 10 reaction types from USPTO. Task: Predict the reactants needed to synthesize the given product. (1) Given the product COc1ccc(N(C)c2nc(C)nc3ccc(N)cc23)c(F)c1, predict the reactants needed to synthesize it. The reactants are: COc1ccc(N(C)c2nc(C)nc3ccc([N+](=O)[O-])cc23)c(F)c1. (2) The reactants are: C#CCNc1c([N+](=O)[O-])c(Cl)nc2ccccc12. Given the product C#CCNc1c(N)c(Cl)nc2ccccc12, predict the reactants needed to synthesize it. (3) The reactants are: CN(C)CCCl.COC(=O)c1ccc(O)cc1. Given the product COC(=O)c1ccc(OCCN(C)C)cc1, predict the reactants needed to synthesize it. (4) Given the product Nc1ccc2c(ccn2-c2cccnc2)c1, predict the reactants needed to synthesize it. The reactants are: O=[N+]([O-])c1ccc2c(ccn2-c2cccnc2)c1. (5) Given the product Cc1cc(C)n2nc(C=O)nc2n1, predict the reactants needed to synthesize it. The reactants are: Cc1cc(C)n2nc(CO)nc2n1.